Dataset: Catalyst prediction with 721,799 reactions and 888 catalyst types from USPTO. Task: Predict which catalyst facilitates the given reaction. (1) Reactant: C(N(CC)C(C)C)(C)C.Cl.Cl.[CH3:12][Si:13]([CH3:40])([CH3:39])[CH2:14][CH2:15][O:16][CH2:17][N:18]1[C:22]2[N:23]=[CH:24][N:25]=[C:26]([C:27]3[CH:28]=[N:29][N:30]([C:32]4([CH2:36][C:37]#[N:38])[CH2:35][NH:34][CH2:33]4)[CH:31]=3)[C:21]=2[CH:20]=[CH:19]1.Cl[C:42]1[N:43]=[CH:44][C:45]([C:48]([NH:50][C@@H:51]([CH3:56])[C:52]([F:55])([F:54])[F:53])=[O:49])=[N:46][CH:47]=1.C([O-])(O)=O.[Na+]. Product: [C:37]([CH2:36][C:32]1([N:30]2[CH:31]=[C:27]([C:26]3[C:21]4[CH:20]=[CH:19][N:18]([CH2:17][O:16][CH2:15][CH2:14][Si:13]([CH3:39])([CH3:12])[CH3:40])[C:22]=4[N:23]=[CH:24][N:25]=3)[CH:28]=[N:29]2)[CH2:33][N:34]([C:42]2[N:43]=[CH:44][C:45]([C:48]([NH:50][C@@H:51]([CH3:56])[C:52]([F:55])([F:54])[F:53])=[O:49])=[N:46][CH:47]=2)[CH2:35]1)#[N:38]. The catalyst class is: 37. (2) Reactant: [C:1]1([CH:7]2[O:12][CH2:11][CH:10]([OH:13])[CH2:9][O:8]2)[CH:6]=[CH:5][CH:4]=[CH:3][CH:2]=1.[H-].[Na+].[CH2:16]([O:23][C:24]1[CH:25]=[CH:26][C:27](Cl)=[N:28][CH:29]=1)[C:17]1[CH:22]=[CH:21][CH:20]=[CH:19][CH:18]=1. Product: [CH2:16]([O:23][C:24]1[CH:25]=[CH:26][C:27]([O:13][CH:10]2[CH2:11][O:12][CH:7]([C:1]3[CH:2]=[CH:3][CH:4]=[CH:5][CH:6]=3)[O:8][CH2:9]2)=[N:28][CH:29]=1)[C:17]1[CH:18]=[CH:19][CH:20]=[CH:21][CH:22]=1. The catalyst class is: 37. (3) Reactant: [C:1]([C:4]1[C:12]2[C:7](=[CH:8][C:9]([CH3:14])=[C:10]([OH:13])[CH:11]=2)[N:6]([CH2:15][C:16]([O:18][CH3:19])=[O:17])[N:5]=1)(=[O:3])[CH3:2].Cl[CH2:21][C:22]1[N:27]=[CH:26][CH:25]=[CH:24][N:23]=1.C([O-])([O-])=O.[Cs+].[Cs+]. Product: [C:1]([C:4]1[C:12]2[C:7](=[CH:8][C:9]([CH3:14])=[C:10]([O:13][CH2:21][C:22]3[N:27]=[CH:26][CH:25]=[CH:24][N:23]=3)[CH:11]=2)[N:6]([CH2:15][C:16]([O:18][CH3:19])=[O:17])[N:5]=1)(=[O:3])[CH3:2]. The catalyst class is: 23. (4) Reactant: [CH2:1]([C:5]12[CH2:13][CH2:12][CH2:11][C:10]1([NH:14][CH3:15])[CH:9]1[CH2:16][CH:6]2[CH2:7][CH2:8]1)[CH2:2][CH2:3][CH3:4].[ClH:17]. Product: [ClH:17].[CH2:1]([C:5]12[CH2:13][CH2:12][CH2:11][C:10]1([NH:14][CH3:15])[CH:9]1[CH2:16][CH:6]2[CH2:7][CH2:8]1)[CH2:2][CH2:3][CH3:4]. The catalyst class is: 4. (5) Reactant: Cl[C:2]1[C:7]([N+:8]([O-:10])=[O:9])=[CH:6][CH:5]=[CH:4][N:3]=1.C([O-])([O-])=O.[Na+].[Na+].[CH3:17][C:18]1([CH3:24])[CH2:23][CH2:22][NH:21][CH2:20][CH2:19]1. Product: [CH3:17][C:18]1([CH3:24])[CH2:23][CH2:22][N:21]([C:2]2[C:7]([N+:8]([O-:10])=[O:9])=[CH:6][CH:5]=[CH:4][N:3]=2)[CH2:20][CH2:19]1. The catalyst class is: 11. (6) Reactant: [F:1][C:2]1[C:3]([OH:14])=[C:4]([C:11]([OH:13])=O)[C:5](=[O:10])[N:6]([CH3:9])[C:7]=1[CH3:8].C(N1C=CN=C1)(N1C=CN=C1)=O.[NH2:27][C:28]1[CH:29]=[CH:30][C:31]([C:34]#[N:35])=[N:32][CH:33]=1. The catalyst class is: 10. Product: [CH3:9][N:6]1[C:7]([CH3:8])=[C:2]([F:1])[C:3]([OH:14])=[C:4]([C:11]([NH:27][C:28]2[CH:33]=[N:32][C:31]([C:34]#[N:35])=[CH:30][CH:29]=2)=[O:13])[C:5]1=[O:10]. (7) Reactant: [Cl:1]C1C=C(C([C:16]2([OH:22])[CH2:21][CH2:20][CH2:19][CH2:18][CH2:17]2)CN2CCNCC2)C=CC=1.COC1C=C2C(=CC=1)C=C(C=O)C=C2.C(O[BH-](OC(=O)C)OC(=O)C)(=O)C.[Na+]. Product: [ClH:1].[ClH:1].[CH:16]1([OH:22])[CH2:21][CH2:20][CH2:19][CH2:18][CH2:17]1. The catalyst class is: 68.